This data is from Peptide-MHC class II binding affinity with 134,281 pairs from IEDB. The task is: Regression. Given a peptide amino acid sequence and an MHC pseudo amino acid sequence, predict their binding affinity value. This is MHC class II binding data. (1) The peptide sequence is AFKVAATFANAAPAN. The MHC is DRB1_0901 with pseudo-sequence DRB1_0901. The binding affinity (normalized) is 0.790. (2) The peptide sequence is TPQLTKNAGVLT. The MHC is DRB3_0301 with pseudo-sequence DRB3_0301. The binding affinity (normalized) is 0. (3) The peptide sequence is MFIRNCARKVFNDIK. The MHC is DRB1_0301 with pseudo-sequence DRB1_0301. The binding affinity (normalized) is 0.625. (4) The peptide sequence is GGRLAFQEFMIVPSG. The MHC is DRB3_0101 with pseudo-sequence DRB3_0101. The binding affinity (normalized) is 0.159.